Task: Predict which catalyst facilitates the given reaction.. Dataset: Catalyst prediction with 721,799 reactions and 888 catalyst types from USPTO (1) Reactant: Cl.Cl.[CH2:3]([O:5][C:6](=[O:14])[CH2:7][N:8]1[CH2:12][CH2:11][C@@H:10]([NH2:13])[CH2:9]1)[CH3:4].[Cl:15][C:16]1[S:20][C:19]([S:21](Cl)(=[O:23])=[O:22])=[CH:18][CH:17]=1. Product: [CH2:3]([O:5][C:6](=[O:14])[CH2:7][N:8]1[CH2:12][CH2:11][C@@H:10]([NH:13][S:21]([C:19]2[S:20][C:16]([Cl:15])=[CH:17][CH:18]=2)(=[O:23])=[O:22])[CH2:9]1)[CH3:4]. The catalyst class is: 49. (2) Reactant: [NH:1]1[CH2:5][CH2:4][C@H:3]([NH:6][C:7](=[O:15])[O:8][C@@H:9]([CH3:14])[C:10]([F:13])([F:12])[F:11])[CH2:2]1.Cl[C:17]1[N:22]=[C:21]([NH:23][C:24]2[CH:28]=[CH:27][NH:26][N:25]=2)[CH:20]=[C:19]([CH3:29])[N:18]=1.CCN(C(C)C)C(C)C. Product: [CH3:29][C:19]1[CH:20]=[C:21]([NH:23][C:24]2[CH:28]=[CH:27][NH:26][N:25]=2)[N:22]=[C:17]([N:1]2[CH2:5][CH2:4][C@H:3]([NH:6][C:7](=[O:15])[O:8][C@@H:9]([CH3:14])[C:10]([F:13])([F:11])[F:12])[CH2:2]2)[N:18]=1. The catalyst class is: 16.